From a dataset of Reaction yield outcomes from USPTO patents with 853,638 reactions. Predict the reaction yield, written as a fraction of the theoretical maximum amount of product (1.0 means a 100% yield; for example, 0.34 means a 34% yield). The reactants are [CH:1]([O:4][C:5]([N:7]1[CH2:13][CH2:12][CH2:11][CH:10]([N:14]([C:30](=[O:32])[CH3:31])[CH2:15][C:16]2[CH:21]=[C:20]([C:22]([F:25])([F:24])[F:23])[CH:19]=[C:18]([C:26]([F:29])([F:28])[F:27])[CH:17]=2)[C:9]2[CH:33]=[CH:34][C:35](Br)=[CH:36][C:8]1=2)=[O:6])([CH3:3])[CH3:2].C(P(C(C)(C)C)C1C=CC=CC=1C1C(C(C)C)=CC(C(C)C)=CC=1C(C)C)(C)(C)C.C(=O)([O-])[O-].[Cs+].[Cs+].[CH2:74]([OH:81])[C:75]1[CH:80]=[CH:79][CH:78]=[CH:77][CH:76]=1. The catalyst is C1(C)C=CC=CC=1.ClCCl.C1C=CC(/C=C/C(/C=C/C2C=CC=CC=2)=O)=CC=1.C1C=CC(/C=C/C(/C=C/C2C=CC=CC=2)=O)=CC=1.C1C=CC(/C=C/C(/C=C/C2C=CC=CC=2)=O)=CC=1.[Pd].[Pd]. The product is [C:30]([N:14]([CH2:15][C:16]1[CH:21]=[C:20]([C:22]([F:25])([F:24])[F:23])[CH:19]=[C:18]([C:26]([F:29])([F:28])[F:27])[CH:17]=1)[CH:10]1[CH2:11][CH2:12][CH2:13][N:7]([C:5]([O:4][CH:1]([CH3:3])[CH3:2])=[O:6])[C:8]2[CH:36]=[C:35]([O:81][CH2:74][C:75]3[CH:80]=[CH:79][CH:78]=[CH:77][CH:76]=3)[CH:34]=[CH:33][C:9]1=2)(=[O:32])[CH3:31]. The yield is 0.520.